From a dataset of Catalyst prediction with 721,799 reactions and 888 catalyst types from USPTO. Predict which catalyst facilitates the given reaction. (1) Reactant: Cl[C:2]1[N:12]=[C:11]([NH:13][C:14]2[CH:19]=[CH:18][C:17]([CH2:20][N:21]3[CH2:25][CH2:24][CH2:23][CH2:22]3)=[CH:16][C:15]=2[Cl:26])[C:5]2[C:6](=[O:10])[NH:7][N:8]=[CH:9][C:4]=2[CH:3]=1.[F:27][CH:28]1[CH2:33][CH2:32][NH:31][CH2:30][CH2:29]1.C(N(C(C)C)C(C)C)C. Product: [Cl:26][C:15]1[CH:16]=[C:17]([CH2:20][N:21]2[CH2:25][CH2:24][CH2:23][CH2:22]2)[CH:18]=[CH:19][C:14]=1[NH:13][C:11]1[C:5]2=[C:6]([OH:10])[N:7]=[N:8][CH:9]=[C:4]2[CH:3]=[C:2]([N:31]2[CH2:32][CH2:33][CH:28]([F:27])[CH2:29][CH2:30]2)[N:12]=1. The catalyst class is: 12. (2) Reactant: [H-].[Al+3].[Li+].[H-].[H-].[H-].[CH2:7]([C:9]1[N:18]=[C:17]([CH3:19])[CH:16]=[CH:15][C:10]=1[C:11](OC)=[O:12])[CH3:8].O.O.O.O.O.O.O.O.O.O.S([O-])([O-])(=O)=O.[Na+].[Na+]. Product: [CH2:7]([C:9]1[C:10]([CH2:11][OH:12])=[CH:15][CH:16]=[C:17]([CH3:19])[N:18]=1)[CH3:8]. The catalyst class is: 1.